This data is from Forward reaction prediction with 1.9M reactions from USPTO patents (1976-2016). The task is: Predict the product of the given reaction. Given the reactants [NH2:1][C:2](=[N:22][OH:23])[C:3]1[CH:4]=[CH:5][C:6]([F:21])=[C:7]([CH:20]=1)[CH2:8][N:9]([CH3:19])[CH2:10][CH2:11][C:12]([O:14][C:15]([CH3:18])([CH3:17])[CH3:16])=[O:13].[CH3:24][O:25][CH2:26][C:27]1[CH:32]=[C:31]([C:33](O)=O)[CH:30]=[CH:29][C:28]=1[C:36]1[CH:41]=[CH:40][CH:39]=[CH:38][C:37]=1[CH3:42], predict the reaction product. The product is: [F:21][C:6]1[CH:5]=[CH:4][C:3]([C:2]2[N:1]=[C:33]([C:31]3[CH:30]=[CH:29][C:28]([C:36]4[CH:41]=[CH:40][CH:39]=[CH:38][C:37]=4[CH3:42])=[C:27]([CH2:26][O:25][CH3:24])[CH:32]=3)[O:23][N:22]=2)=[CH:20][C:7]=1[CH2:8][N:9]([CH3:19])[CH2:10][CH2:11][C:12]([O:14][C:15]([CH3:18])([CH3:17])[CH3:16])=[O:13].